Dataset: Catalyst prediction with 721,799 reactions and 888 catalyst types from USPTO. Task: Predict which catalyst facilitates the given reaction. (1) Reactant: [OH:1][C:2]1[C:10]2[CH:9]=[C:8]([C:11]([O:13][CH3:14])=[O:12])[O:7][C:6]=2[CH:5]=[CH:4][CH:3]=1.S(C1C=CC([N+]([O-])=O)=CC=1)(O[CH2:19][C@H:20]1[O:22][CH2:21]1)(=O)=O.C(=O)([O-])[O-].[K+].[K+]. Product: [CH2:19]([O:1][C:2]1[C:10]2[CH:9]=[C:8]([C:11]([O:13][CH3:14])=[O:12])[O:7][C:6]=2[CH:5]=[CH:4][CH:3]=1)[C@H:20]1[O:22][CH2:21]1. The catalyst class is: 3. (2) Reactant: [C:1]([O:5][C:6]([N:8]1[CH2:13][CH2:12][C@:11]([OH:29])([C:14]2[CH:19]=[CH:18][C:17]([O:20][CH2:21][CH2:22][CH2:23][O:24][CH3:25])=[CH:16][C:15]=2[CH2:26][CH2:27][OH:28])[C@@H:10]([O:30][CH2:31][C:32]2[CH:33]=[CH:34][C:35]3[O:40][CH2:39][CH2:38][N:37]([CH2:41][CH2:42][CH2:43][O:44][CH3:45])[C:36]=3[CH:46]=2)[CH2:9]1)=[O:7])([CH3:4])([CH3:3])[CH3:2].CCN(CC)CC.[C:54]1([CH3:64])[CH:59]=[CH:58][C:57]([S:60](Cl)(=[O:62])=[O:61])=[CH:56][CH:55]=1. Product: [C:1]([O:5][C:6]([N:8]1[CH2:13][CH2:12][C@:11]([OH:29])([C:14]2[CH:19]=[CH:18][C:17]([O:20][CH2:21][CH2:22][CH2:23][O:24][CH3:25])=[CH:16][C:15]=2[CH2:26][CH2:27][O:28][S:60]([C:57]2[CH:58]=[CH:59][C:54]([CH3:64])=[CH:55][CH:56]=2)(=[O:62])=[O:61])[C@@H:10]([O:30][CH2:31][C:32]2[CH:33]=[CH:34][C:35]3[O:40][CH2:39][CH2:38][N:37]([CH2:41][CH2:42][CH2:43][O:44][CH3:45])[C:36]=3[CH:46]=2)[CH2:9]1)=[O:7])([CH3:3])([CH3:4])[CH3:2]. The catalyst class is: 64. (3) Reactant: [CH2:1]([C@@H:8]1[CH2:12][O:11][C:10](=[O:13])[N:9]1[C:14](=[O:19])[CH2:15][CH2:16][CH:17]=[CH2:18])[C:2]1[CH:7]=[CH:6][CH:5]=[CH:4][CH:3]=1.[Li+].C[Si]([N-][Si](C)(C)C)(C)C.[CH2:30]([O:37][C:38]1[CH:39]=[C:40]([CH3:47])[C:41]([CH2:45]Br)=[C:42]([CH3:44])[CH:43]=1)[C:31]1[CH:36]=[CH:35][CH:34]=[CH:33][CH:32]=1. Product: [CH2:1]([C@@H:8]1[CH2:12][O:11][C:10](=[O:13])[N:9]1[C:14](=[O:19])[C@H:15]([CH2:45][C:41]1[C:42]([CH3:44])=[CH:43][C:38]([O:37][CH2:30][C:31]2[CH:36]=[CH:35][CH:34]=[CH:33][CH:32]=2)=[CH:39][C:40]=1[CH3:47])[CH2:16][CH:17]=[CH2:18])[C:2]1[CH:3]=[CH:4][CH:5]=[CH:6][CH:7]=1. The catalyst class is: 1. (4) Reactant: [F:1][C:2]1[CH:3]=[C:4]([CH:6]=[CH:7][C:8]=1[O:9][CH3:10])[NH2:5].[N:11]([O-])=O.[Na+].O.O.[Sn](Cl)[Cl:18]. Product: [ClH:18].[F:1][C:2]1[CH:3]=[C:4]([NH:5][NH2:11])[CH:6]=[CH:7][C:8]=1[O:9][CH3:10]. The catalyst class is: 126. (5) Reactant: F[C:2]1[C:3]([CH3:22])=[N:4][C:5]2[C:10]([N:11]=1)=[C:9]([C:12]1[NH:20][C:19]3[CH2:18][CH2:17][NH:16][C:15](=[O:21])[C:14]=3[CH:13]=1)[CH:8]=[CH:7][CH:6]=2.[CH3:23][C:24](=[CH2:27])[CH2:25][NH2:26].CO.C(Cl)Cl. The catalyst class is: 16. Product: [CH3:22][C:3]1[C:2]([NH:26][CH2:25][C:24]([CH3:27])=[CH2:23])=[N:11][C:10]2[C:5](=[CH:6][CH:7]=[CH:8][C:9]=2[C:12]2[NH:20][C:19]3[CH2:18][CH2:17][NH:16][C:15](=[O:21])[C:14]=3[CH:13]=2)[N:4]=1. (6) Reactant: [NH2:1][C:2]1[CH:7]=[CH:6][C:5]([OH:8])=[CH:4][C:3]=1[F:9].[Cl:10][CH2:11][CH2:12][C:13](Cl)=[O:14]. Product: [Cl:10][CH2:11][CH2:12][C:13]([NH:1][C:2]1[CH:7]=[CH:6][C:5]([OH:8])=[CH:4][C:3]=1[F:9])=[O:14]. The catalyst class is: 21.